From a dataset of Serine/threonine kinase 33 screen with 319,792 compounds. Binary Classification. Given a drug SMILES string, predict its activity (active/inactive) in a high-throughput screening assay against a specified biological target. The molecule is Fc1c(COC2=CC(=O)/C(=c3\[nH][nH]cc3c3cc(OC)c(OC)cc3)C=C2)cccc1. The result is 0 (inactive).